Dataset: Peptide-MHC class II binding affinity with 134,281 pairs from IEDB. Task: Regression. Given a peptide amino acid sequence and an MHC pseudo amino acid sequence, predict their binding affinity value. This is MHC class II binding data. (1) The peptide sequence is VNPIEGEPYVQGQLD. The MHC is DRB5_0101 with pseudo-sequence DRB5_0101. The binding affinity (normalized) is 0.343. (2) The peptide sequence is GKEFIRCLALPFRGY. The MHC is DRB3_0202 with pseudo-sequence DRB3_0202. The binding affinity (normalized) is 0.834. (3) The peptide sequence is RDNSYMPLIALSLHENG. The MHC is DRB1_0101 with pseudo-sequence DRB1_0101. The binding affinity (normalized) is 0.595. (4) The peptide sequence is IIGVLHQNFKDTSMQ. The MHC is DRB3_0301 with pseudo-sequence DRB3_0301. The binding affinity (normalized) is 0.661. (5) The peptide sequence is LSLAVSSAVPTSWVP. The MHC is HLA-DQA10102-DQB10501 with pseudo-sequence HLA-DQA10102-DQB10501. The binding affinity (normalized) is 0.661. (6) The peptide sequence is QIHQYIMALREEYFD. The MHC is DRB1_0405 with pseudo-sequence DRB1_0405. The binding affinity (normalized) is 0.532. (7) The peptide sequence is EILIIIMRTFRIAIW. The MHC is DRB1_0401 with pseudo-sequence DRB1_0401. The binding affinity (normalized) is 0.609. (8) The peptide sequence is QLGELYYAIHKASPV. The MHC is HLA-DQA10104-DQB10503 with pseudo-sequence HLA-DQA10104-DQB10503. The binding affinity (normalized) is 0.857. (9) The peptide sequence is QLVPKLDEVYNAAYN. The MHC is HLA-DQA10201-DQB10202 with pseudo-sequence HLA-DQA10201-DQB10202. The binding affinity (normalized) is 0.0366.